From a dataset of Forward reaction prediction with 1.9M reactions from USPTO patents (1976-2016). Predict the product of the given reaction. (1) Given the reactants [CH:1]([C@:3]12[CH2:41][CH2:40][C@@H:39]([C:42]([CH3:44])=[CH2:43])[C@@H:4]1[C@@H:5]1[C@@:18]([CH3:21])([CH2:19][CH2:20]2)[C@@:17]2([CH3:22])[C@@H:8]([C@:9]3([CH3:38])[C@@H:14]([CH2:15][CH2:16]2)[C:13]([CH3:24])([CH3:23])[C:12]([C:25]2[CH:37]=[CH:36][C:28]([C:29]([O:31][C:32]([CH3:35])([CH3:34])[CH3:33])=[O:30])=[CH:27][CH:26]=2)=[CH:11][CH2:10]3)[CH2:7][CH2:6]1)=O.C(O)(=O)C.[C:49]([NH:52][CH2:53][CH2:54][NH2:55])(=[O:51])[CH3:50].C(O[BH-](OC(=O)C)OC(=O)C)(=O)C.[Na+], predict the reaction product. The product is: [C:49]([NH:52][CH2:53][CH2:54][NH:55][CH2:1][C@:3]12[CH2:41][CH2:40][C@@H:39]([C:42]([CH3:44])=[CH2:43])[C@@H:4]1[C@@H:5]1[C@@:18]([CH3:21])([CH2:19][CH2:20]2)[C@@:17]2([CH3:22])[C@@H:8]([C@:9]3([CH3:38])[C@@H:14]([CH2:15][CH2:16]2)[C:13]([CH3:23])([CH3:24])[C:12]([C:25]2[CH:26]=[CH:27][C:28]([C:29]([O:31][C:32]([CH3:33])([CH3:34])[CH3:35])=[O:30])=[CH:36][CH:37]=2)=[CH:11][CH2:10]3)[CH2:7][CH2:6]1)(=[O:51])[CH3:50]. (2) Given the reactants [Cl:1][C:2]1[C:3]([O:16][C:17]2[CH:18]=[N:19][C:20](F)=[C:21]([Cl:23])[CH:22]=2)=[CH:4][C:5]([F:15])=[C:6]([CH:14]=1)[C:7]([NH:9][S:10]([CH3:13])(=[O:12])=[O:11])=[O:8].[C:25]1([OH:31])[CH:30]=[CH:29][CH:28]=[CH:27][CH:26]=1.C([O-])([O-])=O.[Cs+].[Cs+], predict the reaction product. The product is: [Cl:1][C:2]1[C:3]([O:16][C:17]2[CH:18]=[N:19][C:20]([O:31][C:25]3[CH:30]=[CH:29][CH:28]=[CH:27][CH:26]=3)=[C:21]([Cl:23])[CH:22]=2)=[CH:4][C:5]([F:15])=[C:6]([CH:14]=1)[C:7]([NH:9][S:10]([CH3:13])(=[O:12])=[O:11])=[O:8]. (3) Given the reactants [CH3:13][C:12]([O:11][C:9](O[C:9]([O:11][C:12]([CH3:15])([CH3:14])[CH3:13])=[O:10])=[O:10])([CH3:15])[CH3:14].[CH3:16][NH:17][CH2:18][CH2:19][C:20]#[N:21], predict the reaction product. The product is: [C:20]([CH2:19][CH2:18][N:17]([CH3:16])[C:9](=[O:10])[O:11][C:12]([CH3:13])([CH3:14])[CH3:15])#[N:21]. (4) Given the reactants [H-].[Na+].ClC1C2N=C(CC(F)(F)F)[N:9](Cl)C=2C=CC=1.[Cl:19][C:20]1[CH:21]=[C:22]2[C:26](=[CH:27][C:28]=1[Cl:29])[NH:25][C:24]([CH2:30][C:31]([F:34])([F:33])[F:32])=C2.[F:35][C:36]1[CH:37]=[C:38]([CH:41]=[CH:42][CH:43]=1)[CH2:39]Br.[NH4+].[Cl-], predict the reaction product. The product is: [Cl:29][C:28]1[C:20]([Cl:19])=[CH:21][C:22]2[N:9]([CH2:39][C:38]3[CH:41]=[CH:42][CH:43]=[C:36]([F:35])[CH:37]=3)[C:24]([CH2:30][C:31]([F:32])([F:33])[F:34])=[N:25][C:26]=2[CH:27]=1. (5) The product is: [CH2:16]([N:20]([CH2:21][CH2:22][CH3:23])[C:2]1[CH:12]=[CH:11][C:5]([C:6]([O:8][CH2:9][CH3:10])=[O:7])=[CH:4][C:3]=1[N+:13]([O-:15])=[O:14])[CH:17]([CH3:19])[CH3:18]. Given the reactants F[C:2]1[CH:12]=[CH:11][C:5]([C:6]([O:8][CH2:9][CH3:10])=[O:7])=[CH:4][C:3]=1[N+:13]([O-:15])=[O:14].[CH2:16]([NH:20][CH2:21][CH2:22][CH3:23])[CH:17]([CH3:19])[CH3:18], predict the reaction product. (6) Given the reactants [C:1](=O)([O-])[O-].[K+].[K+].CI.[C:9]([O:13][C:14]([NH:16][C:17]1([C:24]([OH:26])=[O:25])[CH2:22][CH2:21][C:20](=[O:23])[CH2:19][CH2:18]1)=[O:15])([CH3:12])([CH3:11])[CH3:10], predict the reaction product. The product is: [C:9]([O:13][C:14]([NH:16][C:17]1([C:24]([O:26][CH3:1])=[O:25])[CH2:22][CH2:21][C:20](=[O:23])[CH2:19][CH2:18]1)=[O:15])([CH3:12])([CH3:10])[CH3:11]. (7) Given the reactants [O:1]1[CH2:6][CH2:5][N:4]([CH2:7][C:8]2[N:13]=[C:12]([NH:14]C(=O)OC(C)(C)C)[CH:11]=[CH:10][CH:9]=2)[CH2:3][CH2:2]1.C(O)(C(F)(F)F)=O, predict the reaction product. The product is: [O:1]1[CH2:6][CH2:5][N:4]([CH2:7][C:8]2[N:13]=[C:12]([NH2:14])[CH:11]=[CH:10][CH:9]=2)[CH2:3][CH2:2]1.